From a dataset of Forward reaction prediction with 1.9M reactions from USPTO patents (1976-2016). Predict the product of the given reaction. (1) Given the reactants [CH2:1]([C:5]1([CH2:36][CH3:37])[CH2:11][S:10](=[O:13])(=[O:12])[C:9]2[CH:14]=[CH:15][C:16]([N:18]([CH3:20])[CH3:19])=[CH:17][C:8]=2[CH:7]([C:21]2[CH:22]=[C:23]([NH:27][C:28](=[O:34])[CH2:29][CH2:30][CH2:31][CH2:32]Br)[CH:24]=[CH:25][CH:26]=2)[CH:6]1[OH:35])[CH2:2][CH2:3][CH3:4].[NH2:38][CH2:39][C:40]1[CH:45]=[CH:44][C:43]([N:46]2[CH:49]([C:50]3[CH:55]=[CH:54][C:53]([O:56][CH3:57])=[CH:52][CH:51]=3)[CH:48]([CH2:58][CH2:59][CH:60]([OH:67])[C:61]3[CH:66]=[CH:65][CH:64]=[CH:63][CH:62]=3)[C:47]2=[O:68])=[CH:42][CH:41]=1, predict the reaction product. The product is: [CH2:1]([C:5]1([CH2:36][CH3:37])[CH2:11][S:10](=[O:13])(=[O:12])[C:9]2[CH:14]=[CH:15][C:16]([N:18]([CH3:20])[CH3:19])=[CH:17][C:8]=2[CH:7]([C:21]2[CH:22]=[C:23]([NH:27][C:28](=[O:34])[CH2:29][CH2:30][CH2:31][CH2:32][NH:38][CH2:39][C:40]3[CH:45]=[CH:44][C:43]([N:46]4[C:47](=[O:68])[CH:48]([CH2:58][CH2:59][CH:60]([OH:67])[C:61]5[CH:66]=[CH:65][CH:64]=[CH:63][CH:62]=5)[CH:49]4[C:50]4[CH:51]=[CH:52][C:53]([O:56][CH3:57])=[CH:54][CH:55]=4)=[CH:42][CH:41]=3)[CH:24]=[CH:25][CH:26]=2)[CH:6]1[OH:35])[CH2:2][CH2:3][CH3:4]. (2) Given the reactants [C:1]([O:5][CH:6]([C:11]1[C:12]([C:21]2[CH:22]=[C:23]3[C:28](=[CH:29][CH:30]=2)[O:27][CH2:26][CH2:25][CH2:24]3)=[C:13]2[CH:20]=[CH:19][NH:18][C:14]2=[N:15][C:16]=1[CH3:17])[C:7]([O:9]C)=[O:8])([CH3:4])([CH3:3])[CH3:2].[CH3:31][O:32][C:33]1[CH:40]=[CH:39][C:36]([CH2:37]Cl)=[CH:35][CH:34]=1, predict the reaction product. The product is: [C:1]([O:5][CH:6]([C:11]1[C:12]([C:21]2[CH:22]=[C:23]3[C:28](=[CH:29][CH:30]=2)[O:27][CH2:26][CH2:25][CH2:24]3)=[C:13]2[CH:20]=[CH:19][N:18]([CH2:37][C:36]3[CH:39]=[CH:40][C:33]([O:32][CH3:31])=[CH:34][CH:35]=3)[C:14]2=[N:15][C:16]=1[CH3:17])[C:7]([OH:9])=[O:8])([CH3:4])([CH3:2])[CH3:3]. (3) Given the reactants Cl.[NH2:2][CH2:3][C:4]1[CH:12]=[CH:11][CH:10]=[C:9]2[C:5]=1[C:6](=[O:22])[N:7]([CH:14]1[CH2:19][CH2:18][C:17](=[O:20])[NH:16][C:15]1=[O:21])[C:8]2=[O:13].C(N(CC)CC)C.[CH3:30][C:31]1[N:32]=[C:33]([C:39]2[CH:44]=[CH:43][CH:42]=[CH:41][CH:40]=2)[S:34][C:35]=1[C:36](Cl)=[O:37], predict the reaction product. The product is: [O:21]=[C:15]1[CH:14]([N:7]2[C:6](=[O:22])[C:5]3[C:9](=[CH:10][CH:11]=[CH:12][C:4]=3[CH2:3][NH:2][C:36]([C:35]3[S:34][C:33]([C:39]4[CH:40]=[CH:41][CH:42]=[CH:43][CH:44]=4)=[N:32][C:31]=3[CH3:30])=[O:37])[C:8]2=[O:13])[CH2:19][CH2:18][C:17](=[O:20])[NH:16]1. (4) Given the reactants [CH3:1][N:2]([CH2:13][C:14]1[NH:18][C:17]2[CH:19]=[CH:20][C:21]([C:23]([OH:25])=O)=[CH:22][C:16]=2[N:15]=1)[CH:3]1[C:12]2[N:11]=[CH:10][CH:9]=[CH:8][C:7]=2[CH2:6][CH2:5][CH2:4]1.O=C1N(P(Cl)(N2CCOC2=O)=O)CCO1.[NH2:41][CH2:42][C:43]1[CH:57]=[CH:56][C:46]([CH2:47][NH:48]C(=O)OC(C)(C)C)=[CH:45][CH:44]=1.C(N(CC)C(C)C)(C)C, predict the reaction product. The product is: [NH2:41][CH2:42][C:43]1[CH:57]=[CH:56][C:46]([CH2:47][NH:48][C:23]([C:21]2[CH:20]=[CH:19][C:17]3[NH:18][C:14]([CH2:13][N:2]([CH3:1])[CH:3]4[C:12]5[N:11]=[CH:10][CH:9]=[CH:8][C:7]=5[CH2:6][CH2:5][CH2:4]4)=[N:15][C:16]=3[CH:22]=2)=[O:25])=[CH:45][CH:44]=1. (5) Given the reactants [CH3:1][O:2][N:3]([CH3:14])[C:4]([C@@H:6]1[CH2:9][C@H:8]([CH2:10][C:11](O)=[O:12])[CH2:7]1)=[O:5].B, predict the reaction product. The product is: [CH3:1][O:2][N:3]([CH3:14])[C:4]([C@H:6]1[CH2:9][C@@H:8]([CH2:10][CH2:11][OH:12])[CH2:7]1)=[O:5]. (6) Given the reactants B(Br)(Br)Br.[CH3:5][S:6]([C:9]1[CH:14]=[CH:13][C:12]([C:15]2[C:16]([C:24]3[CH:29]=[CH:28][C:27]([O:30][CH3:31])=[CH:26][CH:25]=3)=[N:17][N:18]3[C:23]=2[CH:22]=[CH:21][CH:20]=[N:19]3)=[CH:11][CH:10]=1)(=[O:8])=[O:7].[C:32](=O)([O-])[O-].[K+].[K+].Cl, predict the reaction product. The product is: [CH2:31]([O:30][C:27]1[CH:26]=[CH:25][C:24]([C:16]2[C:15]([C:12]3[CH:11]=[CH:10][C:9]([S:6]([CH3:5])(=[O:7])=[O:8])=[CH:14][CH:13]=3)=[C:23]3[N:18]([N:19]=[CH:20][CH:21]=[CH:22]3)[N:17]=2)=[CH:29][CH:28]=1)[CH3:32].